This data is from Retrosynthesis with 50K atom-mapped reactions and 10 reaction types from USPTO. The task is: Predict the reactants needed to synthesize the given product. Given the product COc1ccc(CCC2COC(Cn3ccnc3)(c3ccc(Cl)cc3Cl)O2)cc1, predict the reactants needed to synthesize it. The reactants are: COc1ccc(CCC2COC(CBr)(c3ccc(Cl)cc3Cl)O2)cc1.c1c[nH]cn1.